From a dataset of Peptide-MHC class II binding affinity with 134,281 pairs from IEDB. Regression. Given a peptide amino acid sequence and an MHC pseudo amino acid sequence, predict their binding affinity value. This is MHC class II binding data. (1) The peptide sequence is TNFKYNYSVIEGGPI. The MHC is HLA-DQA10101-DQB10501 with pseudo-sequence HLA-DQA10101-DQB10501. The binding affinity (normalized) is 0.228. (2) The peptide sequence is PNWVRKVFIDTIPNI. The MHC is HLA-DQA10501-DQB10301 with pseudo-sequence HLA-DQA10501-DQB10301. The binding affinity (normalized) is 0. (3) The peptide sequence is KLSDLIIADTSTAQE. The MHC is HLA-DPA10103-DPB10401 with pseudo-sequence HLA-DPA10103-DPB10401. The binding affinity (normalized) is 0. (4) The binding affinity (normalized) is 0.478. The peptide sequence is WKTDMAKLLSLKEDI. The MHC is DRB1_0101 with pseudo-sequence DRB1_0101. (5) The peptide sequence is KQTLIAIHTLAIRYA. The MHC is DRB1_0405 with pseudo-sequence DRB1_0405. The binding affinity (normalized) is 0.677. (6) The peptide sequence is ENIQCFLPNPAGVQLEDPEF. The MHC is DRB1_1501 with pseudo-sequence DRB1_1501. The binding affinity (normalized) is 0.151.